Dataset: Forward reaction prediction with 1.9M reactions from USPTO patents (1976-2016). Task: Predict the product of the given reaction. (1) Given the reactants [OH:1][C:2]1[C:3]([C:12]([OH:14])=O)=[CH:4][C:5]2[C:10]([CH:11]=1)=[CH:9][CH:8]=[CH:7][CH:6]=2.[NH2:15][C:16]1[CH:25]=[CH:24][C:19]([C:20]([O:22][CH3:23])=[O:21])=[CH:18][C:17]=1[Cl:26], predict the reaction product. The product is: [Cl:26][C:17]1[CH:18]=[C:19]([CH:24]=[CH:25][C:16]=1[NH:15][C:12]([C:3]1[C:2]([OH:1])=[CH:11][C:10]2[C:5](=[CH:6][CH:7]=[CH:8][CH:9]=2)[CH:4]=1)=[O:14])[C:20]([O:22][CH3:23])=[O:21]. (2) Given the reactants CN(C([O:8]N1N=NC2C=CC=NC1=2)=[N+](C)C)C.F[P-](F)(F)(F)(F)F.O[C:26]1[CH:27]=[C:28]2[C:32](=[CH:33][CH:34]=1)[NH:31][CH:30]=[C:29]2[CH2:35][C:36]([OH:38])=O.CCN(C(C)C)C(C)C.[C:48]1([CH2:54][CH:55]([C:57]2[C:62]([C:63]3[CH:68]=[CH:67][CH:66]=[CH:65][C:64]=3[CH3:69])=[CH:61][CH:60]=[CH:59][N:58]=2)[NH2:56])[CH:53]=[CH:52][CH:51]=[CH:50][CH:49]=1, predict the reaction product. The product is: [OH:8][C:34]1[CH:33]=[C:32]2[C:28]([C:29]([CH2:35][C:36]([NH:56][CH:55]([C:57]3[C:62]([C:63]4[CH:68]=[CH:67][CH:66]=[CH:65][C:64]=4[CH3:69])=[CH:61][CH:60]=[CH:59][N:58]=3)[CH2:54][C:48]3[CH:49]=[CH:50][CH:51]=[CH:52][CH:53]=3)=[O:38])=[CH:30][NH:31]2)=[CH:27][CH:26]=1.